Dataset: Forward reaction prediction with 1.9M reactions from USPTO patents (1976-2016). Task: Predict the product of the given reaction. (1) Given the reactants [CH:1]1([S:6][CH:7]([C:11]2[CH:16]=[CH:15][C:14]([N+:17]([O-:19])=[O:18])=[CH:13][CH:12]=2)[C:8]([OH:10])=O)[CH2:5][CH2:4][CH2:3][CH2:2]1.[NH2:20][C:21]1[CH:26]=[CH:25][CH:24]=[CH:23][N:22]=1, predict the reaction product. The product is: [CH:1]1([S:6][CH:7]([C:11]2[CH:16]=[CH:15][C:14]([N+:17]([O-:19])=[O:18])=[CH:13][CH:12]=2)[C:8]([NH:20][C:21]2[CH:26]=[CH:25][CH:24]=[CH:23][N:22]=2)=[O:10])[CH2:2][CH2:3][CH2:4][CH2:5]1. (2) Given the reactants [N:1]1[CH:6]=[CH:5][CH:4]=[CH:3][C:2]=1[C:7]1[C:11]([CH2:12][O:13][C:14]2[N:15]=[CH:16][C:17]([C:20]([OH:22])=O)=[N:18][CH:19]=2)=[CH:10][O:9][N:8]=1.[CH:23]([NH2:26])([CH3:25])[CH3:24], predict the reaction product. The product is: [CH:23]([NH:26][C:20]([C:17]1[CH:16]=[N:15][C:14]([O:13][CH2:12][C:11]2[C:7]([C:2]3[CH:3]=[CH:4][CH:5]=[CH:6][N:1]=3)=[N:8][O:9][CH:10]=2)=[CH:19][N:18]=1)=[O:22])([CH3:25])[CH3:24]. (3) Given the reactants [CH3:1][C:2]([N+:6]([O-:8])=[O:7])([CH3:5])[CH2:3][OH:4].N1C=CC=CC=1.[F:15][C:16]([F:29])([F:28])[S:17](O[S:17]([C:16]([F:29])([F:28])[F:15])(=[O:19])=[O:18])(=[O:19])=[O:18].[Mn]([O-])(=O)(=O)=O.[K+], predict the reaction product. The product is: [F:15][C:16]([F:29])([F:28])[S:17]([O:4][CH2:3][C:2]([CH3:5])([N+:6]([O-:8])=[O:7])[CH3:1])(=[O:19])=[O:18]. (4) The product is: [Cl:1][C:2]1[CH:7]=[C:6]([Cl:8])[CH:5]=[CH:4][C:3]=1[C:9]1[C:31](=[O:32])[N:30]([CH3:33])[C:12]2[N:13]([CH:27]([F:28])[F:29])[C:14]3[C:19]([C:11]=2[CH:10]=1)=[CH:18][C:17]([C:20]1[N:42]([CH2:40][CH3:41])[N:23]=[CH:22][CH:21]=1)=[CH:16][CH:15]=3. Given the reactants [Cl:1][C:2]1[CH:7]=[C:6]([Cl:8])[CH:5]=[CH:4][C:3]=1[C:9]1[C:31](=[O:32])[N:30]([CH3:33])[C:12]2[N:13]([CH:27]([F:29])[F:28])[C:14]3[C:19]([C:11]=2[CH:10]=1)=[CH:18][C:17]([C:20](=O)/[CH:21]=[CH:22]/[N:23](C)C)=[CH:16][CH:15]=3.C(O)(=O)C(O)=O.[CH2:40]([NH:42]N)[CH3:41], predict the reaction product. (5) Given the reactants C1COCC1.[CH3:6][S:7][C:8]1[CH:9]=[CH:10][C:11]([N+:17]([O-:19])=[O:18])=[C:12]([CH:16]=1)[C:13](O)=[O:14].Cl, predict the reaction product. The product is: [CH3:6][S:7][C:8]1[CH:9]=[CH:10][C:11]([N+:17]([O-:19])=[O:18])=[C:12]([CH:16]=1)[CH:13]=[O:14].